This data is from Ames mutagenicity test results for genotoxicity prediction. The task is: Regression/Classification. Given a drug SMILES string, predict its toxicity properties. Task type varies by dataset: regression for continuous values (e.g., LD50, hERG inhibition percentage) or binary classification for toxic/non-toxic outcomes (e.g., AMES mutagenicity, cardiotoxicity, hepatotoxicity). Dataset: ames. (1) The compound is COc1cc([C@@H]2c3cc4c(cc3[C@@H](O[C@@H]3O[C@@H]5CO[C@@H](c6cccs6)O[C@H]5[C@H](O)[C@@H]3O)[C@H]3COC(=O)[C@@H]23)OCO4)cc(OC)c1O. The result is 1 (mutagenic). (2) The molecule is N#C/C(=C\C=C\c1ccccc1)c1ccc(F)cc1. The result is 1 (mutagenic).